From a dataset of NCI-60 drug combinations with 297,098 pairs across 59 cell lines. Regression. Given two drug SMILES strings and cell line genomic features, predict the synergy score measuring deviation from expected non-interaction effect. (1) Drug 1: CC(C1=C(C=CC(=C1Cl)F)Cl)OC2=C(N=CC(=C2)C3=CN(N=C3)C4CCNCC4)N. Drug 2: C1CC(C1)(C(=O)O)C(=O)O.[NH2-].[NH2-].[Pt+2]. Cell line: OVCAR-4. Synergy scores: CSS=16.6, Synergy_ZIP=-4.97, Synergy_Bliss=-1.80, Synergy_Loewe=-2.30, Synergy_HSA=-3.47. (2) Drug 1: CC(C1=C(C=CC(=C1Cl)F)Cl)OC2=C(N=CC(=C2)C3=CN(N=C3)C4CCNCC4)N. Drug 2: C1=C(C(=O)NC(=O)N1)N(CCCl)CCCl. Cell line: UACC-257. Synergy scores: CSS=19.0, Synergy_ZIP=-2.80, Synergy_Bliss=1.78, Synergy_Loewe=0.154, Synergy_HSA=0.719.